This data is from Forward reaction prediction with 1.9M reactions from USPTO patents (1976-2016). The task is: Predict the product of the given reaction. Given the reactants [NH2:1][C:2]1[C:3]([CH3:13])=[C:4]([CH:9]=[C:10]([Cl:12])[CH:11]=1)[C:5]([O:7][CH3:8])=[O:6].[CH3:14][O:15][CH2:16][C:17](=O)[CH3:18].C([BH3-])#N.[Na+].CCOC(C)=O, predict the reaction product. The product is: [Cl:12][C:10]1[CH:11]=[C:2]([NH:1][CH:17]([CH3:18])[CH2:16][O:15][CH3:14])[C:3]([CH3:13])=[C:4]([CH:9]=1)[C:5]([O:7][CH3:8])=[O:6].